Dataset: Full USPTO retrosynthesis dataset with 1.9M reactions from patents (1976-2016). Task: Predict the reactants needed to synthesize the given product. (1) The reactants are: [NH2:1][C:2]1[CH:7]=[CH:6][CH:5]=[C:4]([F:8])[C:3]=1[NH:9][C:10](=[O:12])[CH3:11].CCN(C(C)C)C(C)C.[Cl:22][C:23]1[N:28]=[C:27](Cl)[C:26]([Cl:30])=[CH:25][N:24]=1. Given the product [Cl:22][C:23]1[N:28]=[C:27]([NH:1][C:2]2[CH:7]=[CH:6][CH:5]=[C:4]([F:8])[C:3]=2[NH:9][C:10](=[O:12])[CH3:11])[C:26]([Cl:30])=[CH:25][N:24]=1, predict the reactants needed to synthesize it. (2) Given the product [Zn:36].[C:14]([O-:31])(=[O:30])[CH2:15][CH2:16][CH2:17][CH2:18][CH2:19][CH2:20][CH2:21][CH2:22][CH2:23][CH2:24][CH2:25][CH2:26][CH2:27][CH2:28][CH3:29], predict the reactants needed to synthesize it. The reactants are: C([O-])(=O)C.[In+3].C([O-])(=O)C.C([O-])(=O)C.[C:14]([OH:31])(=[O:30])[CH2:15][CH2:16][CH2:17][CH2:18][CH2:19][CH2:20][CH2:21][CH2:22][CH2:23][CH2:24][CH2:25][CH2:26][CH2:27][CH2:28][CH3:29].C([O-])(=O)C.[Zn+2:36].C([O-])(=O)C. (3) Given the product [N:31]1([CH2:38][CH2:39][CH2:40][C:41]2[CH:49]=[CH:48][C:44]([CH2:45][CH2:55][CH2:56][NH:50][C:51]3[CH:52]=[C:22]([O:25][CH3:26])[CH:21]=[CH:20][C:19]=3[CH:14]3[CH2:13][CH2:12][C:11]4[CH:10]=[C:9]([OH:8])[CH:18]=[CH:17][C:16]=4[CH2:15]3)=[CH:43][CH:42]=2)[CH2:37][CH2:36][CH2:35][CH2:34][CH2:33][CH2:32]1, predict the reactants needed to synthesize it. The reactants are: [Si]([O:8][C:9]1[CH:10]=[C:11]2[C:16](=[CH:17][CH:18]=1)[CH2:15][CH:14]([C:19]1C=C[C:22]([O:25][CH3:26])=[CH:21][C:20]=1CCN)[CH2:13][CH2:12]2)(C(C)(C)C)(C)C.Cl.[N:31]1([CH2:38][CH2:39][CH2:40][C:41]2[CH:49]=[CH:48][C:44]([C:45](O)=O)=[CH:43][CH:42]=2)[CH2:37][CH2:36][CH2:35][CH2:34][CH2:33][CH2:32]1.[N:50]1(CCCC2C=C[C:52]([CH2:51][NH:50][CH2:56][CH2:55]C3C=C(OC)C=CC=3C3CCC4C(=CC=C(O[Si](C(C)(C)C)(C)C)C=4)C3)=CC=2)[CH2:56][CH2:55]CC[CH2:52][CH2:51]1. (4) The reactants are: [Cl:1][C:2]1[CH:3]=[CH:4][C:5]([C:21]#[N:22])=[C:6]([C:8]2[C:13]([F:14])=[CH:12][N:11]([CH:15]([CH3:19])[C:16](O)=[O:17])[C:10](=[O:20])[CH:9]=2)[CH:7]=1.[NH2:23][C:24]1[CH:36]=[CH:35][C:27]([C:28]([O:30][C:31]([CH3:34])([CH3:33])[CH3:32])=[O:29])=[CH:26][CH:25]=1. Given the product [Cl:1][C:2]1[CH:3]=[CH:4][C:5]([C:21]#[N:22])=[C:6]([C:8]2[C:13]([F:14])=[CH:12][N:11]([CH:15]([CH3:19])[C:16]([NH:23][C:24]3[CH:36]=[CH:35][C:27]([C:28]([O:30][C:31]([CH3:32])([CH3:33])[CH3:34])=[O:29])=[CH:26][CH:25]=3)=[O:17])[C:10](=[O:20])[CH:9]=2)[CH:7]=1, predict the reactants needed to synthesize it. (5) Given the product [Br:1][C:2]1[CH:3]=[N:4][CH:5]=[C:6]([CH:10]=1)[C:7]([Cl:13])=[O:8], predict the reactants needed to synthesize it. The reactants are: [Br:1][C:2]1[CH:3]=[N:4][CH:5]=[C:6]([CH:10]=1)[C:7](O)=[O:8].S(Cl)([Cl:13])=O. (6) Given the product [CH2:15]([N:22]1[CH2:27][CH2:26][N:25]([CH2:2][CH2:3][CH2:4][CH2:5][N:6]2[C:11](=[O:12])[N:10]([CH3:13])[C:9](=[O:14])[CH:8]=[N:7]2)[CH2:24][CH2:23]1)[C:16]1[CH:17]=[CH:18][CH:19]=[CH:20][CH:21]=1, predict the reactants needed to synthesize it. The reactants are: Cl[CH2:2][CH2:3][CH2:4][CH2:5][N:6]1[C:11](=[O:12])[N:10]([CH3:13])[C:9](=[O:14])[CH:8]=[N:7]1.[CH2:15]([N:22]1[CH2:27][CH2:26][NH:25][CH2:24][CH2:23]1)[C:16]1[CH:21]=[CH:20][CH:19]=[CH:18][CH:17]=1.C(N(CC)CC)C. (7) Given the product [CH3:29][O:30][CH2:31][CH2:1][N:2]1[CH:6]=[C:5]([C:7]2[N:12]=[C:11]3[N:13]([CH2:16][C:17]4[CH:18]=[C:19]5[C:24](=[CH:25][CH:26]=4)[N:23]=[CH:22][CH:21]=[CH:20]5)[N:14]=[N:15][C:10]3=[CH:9][CH:8]=2)[CH:4]=[N:3]1, predict the reactants needed to synthesize it. The reactants are: [CH3:1][N:2]1[CH:6]=[C:5]([C:7]2[N:12]=[C:11]3[N:13]([CH2:16][C:17]4[CH:18]=[C:19]5[C:24](=[CH:25][CH:26]=4)[N:23]=[CH:22][CH:21]=[CH:20]5)[N:14]=[N:15][C:10]3=[CH:9][CH:8]=2)[CH:4]=[N:3]1.[H-].[Na+].[CH3:29][O:30][CH2:31]CBr.